Dataset: Full USPTO retrosynthesis dataset with 1.9M reactions from patents (1976-2016). Task: Predict the reactants needed to synthesize the given product. Given the product [C:1]([N:4]1[CH2:5][CH2:6][CH:7]([N:10]2[C:19]3[C:14](=[CH:15][C:16]([O:20][CH2:41][C:42]#[N:43])=[CH:17][CH:18]=3)[C:13](=[O:21])[N:12]([CH2:22][C:23]3[CH:28]=[CH:27][C:26]([O:29][CH3:30])=[C:25]([O:31][CH3:32])[CH:24]=3)[C:11]2=[O:33])[CH2:8][CH2:9]1)(=[O:3])[CH3:2], predict the reactants needed to synthesize it. The reactants are: [C:1]([N:4]1[CH2:9][CH2:8][CH:7]([N:10]2[C:19]3[C:14](=[CH:15][C:16]([OH:20])=[CH:17][CH:18]=3)[C:13](=[O:21])[N:12]([CH2:22][C:23]3[CH:28]=[CH:27][C:26]([O:29][CH3:30])=[C:25]([O:31][CH3:32])[CH:24]=3)[C:11]2=[O:33])[CH2:6][CH2:5]1)(=[O:3])[CH3:2].C([O-])([O-])=O.[Cs+].[Cs+].Br[CH2:41][C:42]#[N:43].